Dataset: Catalyst prediction with 721,799 reactions and 888 catalyst types from USPTO. Task: Predict which catalyst facilitates the given reaction. Reactant: [Cl:1][C:2]1[CH:7]=[CH:6][N:5]=[C:4]([N:8]2[CH:17]=[CH:16][C:15]3[C:10](=[C:11]([F:21])[CH:12]=[C:13]([CH:18]4[CH2:20][CH2:19]4)[CH:14]=3)[C:9]2=[O:22])[C:3]=1[CH2:23][OH:24].N1C=CC=CC=1.[C:31](Cl)(=[O:33])[CH3:32].O. Product: [C:31]([O:24][CH2:23][C:3]1[C:4]([N:8]2[CH:17]=[CH:16][C:15]3[C:10](=[C:11]([F:21])[CH:12]=[C:13]([CH:18]4[CH2:20][CH2:19]4)[CH:14]=3)[C:9]2=[O:22])=[N:5][CH:6]=[CH:7][C:2]=1[Cl:1])(=[O:33])[CH3:32]. The catalyst class is: 2.